From a dataset of Forward reaction prediction with 1.9M reactions from USPTO patents (1976-2016). Predict the product of the given reaction. (1) Given the reactants [Cl:1][C:2]1[CH:3]=[C:4]([CH:26]=[CH:27][C:28]=1[Cl:29])[CH2:5][N:6]1[CH2:11][CH2:10][O:9][CH:8]([CH2:12][NH:13][C:14](=[O:25])[O:15][C:16]2[CH:21]=[CH:20][C:19]([N+:22]([O-:24])=[O:23])=[CH:18][CH:17]=2)[CH2:7]1.ClC1C=C(C=CC=1Cl)CN1CCO[C@H](CN)C1.C1C([N+]([O-])=O)=CC=C([Cl-]C([O-])=O)C=1, predict the reaction product. The product is: [Cl:1][C:2]1[CH:3]=[C:4]([CH:26]=[CH:27][C:28]=1[Cl:29])[CH2:5][N:6]1[CH2:11][CH2:10][O:9][C@H:8]([CH2:12][NH:13][C:14](=[O:25])[O:15][C:16]2[CH:17]=[CH:18][C:19]([N+:22]([O-:24])=[O:23])=[CH:20][CH:21]=2)[CH2:7]1. (2) Given the reactants [Cl:1][C:2]1[N:7]=[C:6](Cl)[C:5]([F:9])=[CH:4][N:3]=1.[Cl:10][C:11]1[CH:12]=[C:13](B(O)O)[CH:14]=[CH:15][C:16]=1[Cl:17].C(=O)([O-])[O-].[K+].[K+], predict the reaction product. The product is: [Cl:1][C:2]1[N:7]=[C:6]([C:14]2[CH:13]=[CH:12][C:11]([Cl:10])=[C:16]([Cl:17])[CH:15]=2)[C:5]([F:9])=[CH:4][N:3]=1.